Dataset: Full USPTO retrosynthesis dataset with 1.9M reactions from patents (1976-2016). Task: Predict the reactants needed to synthesize the given product. (1) The reactants are: [CH2:1]([C:8]1[CH:9]=[N:10][C:11]2[C:16]([C:17]=1[C:18]1[CH:19]=[C:20]([NH2:24])[CH:21]=[CH:22][CH:23]=1)=[CH:15][CH:14]=[CH:13][C:12]=2[C:25]([F:28])([F:27])[F:26])[C:2]1[CH:7]=[CH:6][CH:5]=[CH:4][CH:3]=1.[Cl:29][C:30]1[CH:37]=[CH:36][C:33]([CH:34]=O)=[CH:32][C:31]=1[F:38]. Given the product [CH2:1]([C:8]1[CH:9]=[N:10][C:11]2[C:16]([C:17]=1[C:18]1[CH:19]=[C:20]([NH:24][CH2:34][C:33]3[CH:36]=[CH:37][C:30]([Cl:29])=[C:31]([F:38])[CH:32]=3)[CH:21]=[CH:22][CH:23]=1)=[CH:15][CH:14]=[CH:13][C:12]=2[C:25]([F:28])([F:26])[F:27])[C:2]1[CH:3]=[CH:4][CH:5]=[CH:6][CH:7]=1, predict the reactants needed to synthesize it. (2) Given the product [N:29]([C@@H:32]1[CH2:36][C@@H:35]([NH:37][C:25]([C:21]2[C:17]3[N:18]=[CH:19][N:20]=[C:15]([C:7]4[CH:8]=[C:9]([CH:12]([F:14])[F:13])[CH:10]=[CH:11][C:6]=4[O:5][CH2:4][CH:1]4[CH2:2][CH2:3]4)[C:16]=3[NH:23][C:22]=2[CH3:24])=[O:27])[C@H:34]([F:38])[CH2:33]1)=[N+:30]=[N-:31], predict the reactants needed to synthesize it. The reactants are: [CH:1]1([CH2:4][O:5][C:6]2[CH:11]=[CH:10][C:9]([CH:12]([F:14])[F:13])=[CH:8][C:7]=2[C:15]2[C:16]3[NH:23][C:22]([CH3:24])=[C:21]([C:25]([OH:27])=O)[C:17]=3[N:18]=[CH:19][N:20]=2)[CH2:3][CH2:2]1.Cl.[N:29]([C@@H:32]1[CH2:36][C@@H:35]([NH2:37])[C@H:34]([F:38])[CH2:33]1)=[N+:30]=[N-:31]. (3) Given the product [CH3:18][C:13]1([CH3:19])[C:14]([CH3:17])([CH3:16])[O:15][B:11]([C:2]2[CH:3]=[C:4]3[C:8](=[CH:9][CH:10]=2)[NH:7][N:6]=[CH:5]3)[O:12]1, predict the reactants needed to synthesize it. The reactants are: Br[C:2]1[CH:3]=[C:4]2[C:8](=[CH:9][CH:10]=1)[NH:7][N:6]=[CH:5]2.[B:11]1([B:11]2[O:15][C:14]([CH3:17])([CH3:16])[C:13]([CH3:19])([CH3:18])[O:12]2)[O:15][C:14]([CH3:17])([CH3:16])[C:13]([CH3:19])([CH3:18])[O:12]1.CC([O-])=O.[K+].C(Cl)Cl. (4) Given the product [CH3:6][O:8][C:9]([C:4]1[N:24]([CH2:23][C:20]2[CH:21]=[CH:22][C:17]([C:16]([O:15][CH3:14])=[O:25])=[CH:18][CH:19]=2)[C:6](=[O:8])[C:5]2[C:4]([C:9]=1[OH:10])=[CH:3][C:2]([Cl:1])=[CH:12][CH:11]=2)=[O:10], predict the reactants needed to synthesize it. The reactants are: [Cl:1][C:2]1[CH:3]=[C:4]2[C:9](=[O:10])[O:8][C:6](=O)[C:5]2=[CH:11][CH:12]=1.Cl.[CH3:14][O:15][C:16](=[O:25])[C:17]1[CH:22]=[CH:21][C:20]([CH2:23][NH2:24])=[CH:19][CH:18]=1. (5) Given the product [CH2:23]([O:22][N:14]1[C:15]2[N:16]=[CH:17][N:18]=[C:19]([CH3:21])[C:20]=2[C:11]([NH:10][CH2:9][C:8]2[CH:7]=[CH:6][C:5]([NH:4][C:1](=[O:3])[CH3:2])=[CH:37][CH:36]=2)=[CH:12][C:13]1=[O:30])[C:24]1[CH:29]=[CH:28][CH:27]=[CH:26][CH:25]=1, predict the reactants needed to synthesize it. The reactants are: [C:1]([NH:4][C:5]1[CH:37]=[CH:36][C:8]([CH2:9][NH:10][C:11]2[C:20]3[C:19]([CH3:21])=[N:18][CH:17]=[N:16][C:15]=3[N:14]([O:22][CH2:23][C:24]3[CH:29]=[CH:28][CH:27]=[CH:26][CH:25]=3)[C:13](=[O:30])[C:12]=2C(OCC)=O)=[CH:7][CH:6]=1)(=[O:3])[CH3:2].[OH-].[Na+]. (6) Given the product [ClH:37].[NH2:8][C@H:9]([C:15]([N:19]1[CH2:24][CH2:23][CH2:21][CH2:20]1)=[O:17])[CH2:10][CH2:11][C:12](=[O:14])[NH2:13], predict the reactants needed to synthesize it. The reactants are: C(OC([NH:8][C@H:9]([C:15]([OH:17])=O)[CH2:10][CH2:11][C:12](=[O:14])[NH2:13])=O)(C)(C)C.C[N:19]1[CH2:24][CH2:23]O[CH2:21][CH2:20]1.N1CCCC1.O1CCOCC1.C(Cl)(Cl)[Cl:37].CO.